From a dataset of Experimentally validated miRNA-target interactions with 360,000+ pairs, plus equal number of negative samples. Binary Classification. Given a miRNA mature sequence and a target amino acid sequence, predict their likelihood of interaction. (1) The miRNA is rno-miR-423-3p with sequence AGCUCGGUCUGAGGCCCCUCAGU. The protein sequence of the target gene is MSVTKSTEGPQGAVAIKLDLMSPPESAKKLENKDSTFLDESPSESAGLKKTKGITVFQALIHLVKGNMGTGILGLPLAVKNAGILMGPLSLLVMGFIACHCMHILVKCAQRFCKRLNKPFMDYGDTVMHGLEANPNAWLQNHAHWGRHIVSFFLIITQLGFCCVYIVFLADNLKQVVEAVNSTTNNCYSNETVILTPTMDSRLYMLSFLPFLVLLVLIRNLRILTIFSMLANISMLVSLVIIIQYITQEIPDPSRLPLVASWKTYPLFFGTAIFSFESIGVVLPLENKMKNARHFPAILS.... Result: 0 (no interaction). (2) The miRNA is mmu-miR-19a-3p with sequence UGUGCAAAUCUAUGCAAAACUGA. The protein sequence of the target gene is MAARFELLDDLPAACLSPCGPPNPTELFSEARRLALEQLLAGGPDAWAAFLRRERLGRFLNADEVREVLGAAERPGEDGAAVAEDSFGSSHECSSGTYFPEQSDLEPPALELGWPSFYQGAYRGATRVEAHFQPRGAGAGGPYGCKDALRQQLRSAREVIAVVMDVFSDIDIFRDLQESCRKRGVAVYILLDQTLLPHFLDMCMDLRVHPEQEKLMTVRTITGNIYYARSGTKVVGKVHEKFTLIDGIRVATGSYSFTWTDGKLNSSNLVILSGQVVEHFDLEFRILYAQSEPISSKLLS.... Result: 1 (interaction).